From a dataset of Forward reaction prediction with 1.9M reactions from USPTO patents (1976-2016). Predict the product of the given reaction. (1) Given the reactants [CH3:1][O:2][C:3]([C:5]1([CH2:10][CH2:11]Br)[CH2:9][CH2:8][CH2:7][CH2:6]1)=[O:4].[CH3:13][S-:14].[Na+].O, predict the reaction product. The product is: [CH3:1][O:2][C:3]([C:5]1([CH2:10][CH2:11][S:14][CH3:13])[CH2:9][CH2:8][CH2:7][CH2:6]1)=[O:4]. (2) The product is: [CH3:13][C:10]1[CH:9]=[C:8]([C:5]2[CH:6]=[CH:7][C:2]([B:14]3[O:18][C:17]([CH3:20])([CH3:19])[C:16]([CH3:22])([CH3:21])[O:15]3)=[CH:3][CH:4]=2)[O:12][N:11]=1. Given the reactants Br[C:2]1[CH:7]=[CH:6][C:5]([C:8]2[O:12][N:11]=[C:10]([CH3:13])[CH:9]=2)=[CH:4][CH:3]=1.[B:14]1([B:14]2[O:18][C:17]([CH3:20])([CH3:19])[C:16]([CH3:22])([CH3:21])[O:15]2)[O:18][C:17]([CH3:20])([CH3:19])[C:16]([CH3:22])([CH3:21])[O:15]1.C([O-])(=O)C.[K+], predict the reaction product. (3) The product is: [CH3:18][N:5]1[C:6]([C:7]2[CH:17]=[CH:16][C:10]3[O:11][CH2:12][C:13](=[O:15])[NH:14][C:9]=3[CH:8]=2)=[C:2]([C:23]2[CH:28]=[CH:27][CH:26]=[CH:25][CH:24]=2)[C:3]([C:19]([F:22])([F:21])[F:20])=[N:4]1. Given the reactants Br[C:2]1[C:3]([C:19]([F:22])([F:21])[F:20])=[N:4][N:5]([CH3:18])[C:6]=1[C:7]1[CH:17]=[CH:16][C:10]2[O:11][CH2:12][C:13](=[O:15])[NH:14][C:9]=2[CH:8]=1.[C:23]1(B(O)O)[CH:28]=[CH:27][CH:26]=[CH:25][CH:24]=1, predict the reaction product. (4) Given the reactants [Br:1][C:2]1[CH:20]=[CH:19][CH:18]=[CH:17][C:3]=1[CH2:4][C@@H:5]([C:7]([O:9][CH2:10][C:11]1[CH:16]=[CH:15][CH:14]=[CH:13][CH:12]=1)=[O:8])[NH2:6].C(N(C(C)C)CC)(C)C.[Br:30][C@H:31]([CH3:35])[C:32](Cl)=[O:33], predict the reaction product. The product is: [Br:1][C:2]1[CH:20]=[CH:19][CH:18]=[CH:17][C:3]=1[CH2:4][C@H:5]([NH:6][C:32](=[O:33])[C@H:31]([Br:30])[CH3:35])[C:7]([O:9][CH2:10][C:11]1[CH:12]=[CH:13][CH:14]=[CH:15][CH:16]=1)=[O:8]. (5) Given the reactants [N:1]1[CH:6]=[CH:5][CH:4]=[C:3]([C:7]2[CH2:13][CH:12]3[CH2:14][CH:9]([CH2:10][N:11]3C(OC(C)(C)C)=O)[CH:8]=2)[CH:2]=1.N1C=CC=C(C2CC3CC(C=2)N(C(OC(C)(C)C)=O)C3)C=1, predict the reaction product. The product is: [N:1]1[CH:6]=[CH:5][CH:4]=[C:3]([CH:7]2[CH2:13][CH:12]3[CH2:14][CH:9]([CH2:10][NH:11]3)[CH2:8]2)[CH:2]=1. (6) Given the reactants [CH3:1][O:2][C:3]1[CH:4]=[C:5]([CH:7]=[CH:8][C:9]=1[C:10]1[O:14][N:13]=[C:12]([CH3:15])[CH:11]=1)[NH2:6].[C:16](N1C=CC=CC1=O)(N1C=CC=CC1=O)=[S:17], predict the reaction product. The product is: [N:6]([C:5]1[CH:7]=[CH:8][C:9]([C:10]2[O:14][N:13]=[C:12]([CH3:15])[CH:11]=2)=[C:3]([O:2][CH3:1])[CH:4]=1)=[C:16]=[S:17].